From a dataset of Peptide-MHC class I binding affinity with 185,985 pairs from IEDB/IMGT. Regression. Given a peptide amino acid sequence and an MHC pseudo amino acid sequence, predict their binding affinity value. This is MHC class I binding data. (1) The peptide sequence is KRKKAYADF. The MHC is Gogo-B0101 with pseudo-sequence YDTMYRETSAQTDENIAYIRFSSYTWAELAYTWY. The binding affinity (normalized) is 0.194. (2) The peptide sequence is FLVFLVFSNV. The MHC is HLA-A02:01 with pseudo-sequence HLA-A02:01. The binding affinity (normalized) is 0.483. (3) The peptide sequence is FMYFCEQKL. The MHC is HLA-B15:03 with pseudo-sequence HLA-B15:03. The binding affinity (normalized) is 0.669. (4) The peptide sequence is NIIKNKKSI. The MHC is HLA-A02:06 with pseudo-sequence HLA-A02:06. The binding affinity (normalized) is 0.141. (5) The peptide sequence is ATPYDINQML. The binding affinity (normalized) is 0.0844. The MHC is HLA-B57:01 with pseudo-sequence HLA-B57:01. (6) The MHC is HLA-B15:17 with pseudo-sequence HLA-B15:17. The binding affinity (normalized) is 1.00. The peptide sequence is RVYAELAAL. (7) The peptide sequence is EEDLPVTWR. The MHC is HLA-B35:01 with pseudo-sequence HLA-B35:01. The binding affinity (normalized) is 0.0847.